Task: Binary Classification. Given a drug SMILES string, predict its activity (active/inactive) in a high-throughput screening assay against a specified biological target.. Dataset: Tyrosyl-DNA phosphodiesterase HTS with 341,365 compounds (1) The molecule is S(=O)(=O)(N1CCC(CC1)c1sc2c(n1)cccc2)c1cc(F)ccc1. The result is 0 (inactive). (2) The compound is O=C(C1CN(CCC1)Cc1cn(nc1)C(C)C)c1cc(OC)ccc1. The result is 0 (inactive). (3) The molecule is s1c(CCNC(=O)C(=O)Nc2c(cccc2)C#N)c(nc1c1cc(ccc1)C)C. The result is 0 (inactive). (4) The compound is Fc1c(N2CCN(CC2)c2[nH]c3c(c(c2)C)ccc(=O)c3)cccc1. The result is 0 (inactive).